Dataset: Catalyst prediction with 721,799 reactions and 888 catalyst types from USPTO. Task: Predict which catalyst facilitates the given reaction. Reactant: [CH3:1][O:2][C:3]1[C:8]([CH3:9])=[CH:7][CH:6]=[CH:5][C:4]=1[C:10](O)([CH3:12])[CH3:11].[CH2:14]([O:16][C:17](=[O:25])[C:18]([O:20][Si](C)(C)C)=[CH2:19])[CH3:15].[Sn](Cl)(Cl)(Cl)Cl.C(=O)([O-])[O-].[K+].[K+]. Product: [CH2:14]([O:16][C:17](=[O:25])[C:18](=[O:19])[CH2:20][C:10]([C:4]1[CH:5]=[CH:6][CH:7]=[C:8]([CH3:9])[C:3]=1[O:2][CH3:1])([CH3:12])[CH3:11])[CH3:15]. The catalyst class is: 4.